From a dataset of Forward reaction prediction with 1.9M reactions from USPTO patents (1976-2016). Predict the product of the given reaction. Given the reactants I[C:2]1[CH:7]=[CH:6][CH:5]=[CH:4][CH:3]=1.[C:8]([O:12][CH2:13][CH2:14][CH2:15][CH3:16])(=[O:11])[CH:9]=[CH2:10].C(=O)=O, predict the reaction product. The product is: [C:8]([O:12][CH2:13][CH2:14][CH2:15][CH3:16])(=[O:11])/[CH:9]=[CH:10]/[C:2]1[CH:7]=[CH:6][CH:5]=[CH:4][CH:3]=1.